Dataset: Full USPTO retrosynthesis dataset with 1.9M reactions from patents (1976-2016). Task: Predict the reactants needed to synthesize the given product. (1) The reactants are: Cl[CH2:2][C:3]([N:5]1[C:18]2[CH:17]=[C:16]([Cl:19])[CH:15]=[CH:14][C:13]=2[S:12][C:11]2[C:6]1=[CH:7][CH:8]=[CH:9][CH:10]=2)=[O:4].[N-:20]=[N+:21]=[N-:22].[Na+]. Given the product [N:20]([CH2:2][C:3]([N:5]1[C:18]2[CH:17]=[C:16]([Cl:19])[CH:15]=[CH:14][C:13]=2[S:12][C:11]2[C:6]1=[CH:7][CH:8]=[CH:9][CH:10]=2)=[O:4])=[N+:21]=[N-:22], predict the reactants needed to synthesize it. (2) Given the product [F:21][C:2]([F:1])([F:20])[C:3]([N:5]1[CH2:11][CH:10]([CH3:12])[C:9]2[CH:13]=[C:14]([Br:22])[C:15]([O:17][CH3:18])=[CH:16][C:8]=2[CH2:7][CH:6]1[CH3:19])=[O:4], predict the reactants needed to synthesize it. The reactants are: [F:1][C:2]([F:21])([F:20])[C:3]([N:5]1[CH2:11][CH:10]([CH3:12])[C:9]2[CH:13]=[CH:14][C:15]([O:17][CH3:18])=[CH:16][C:8]=2[CH2:7][CH:6]1[CH3:19])=[O:4].[Br:22]N1C(=O)CCC1=O. (3) Given the product [CH2:1]([O:4][C@@H:5]1[C@@H:9]([NH2:10])[CH2:8][N:7]([C:18]([O:20][CH2:21][C:22]2[CH:23]=[CH:24][CH:25]=[CH:26][CH:27]=2)=[O:19])[CH2:6]1)[CH:2]=[CH2:3], predict the reactants needed to synthesize it. The reactants are: [CH2:1]([O:4][CH:5]1[CH:9]([NH:10]C(OC(C)(C)C)=O)[CH2:8][N:7]([C:18]([O:20][CH2:21][C:22]2[CH:27]=[CH:26][CH:25]=[CH:24][CH:23]=2)=[O:19])[CH2:6]1)[CH:2]=[CH2:3].Cl.CO.CCOC(C)=O. (4) Given the product [Cl:1][C:2]1[N:20]=[CH:19][C:5]2[CH:6]=[CH:7][C:8]3[C:9]4[C:10](=[O:22])[NH:17][CH2:11][CH2:12][CH2:13][C:14]=4[NH:15][C:16]=3[C:4]=2[CH:3]=1, predict the reactants needed to synthesize it. The reactants are: [Cl:1][C:2]1[N:20]=[CH:19][C:5]2=[CH:6][CH:7]=[C:8]3[C:16]([NH:15][C:14]4[CH2:13][CH2:12][CH2:11][C:10](=[N:17]O)[C:9]3=4)=[C:4]2[CH:3]=1.C([O-])([O-])=[O:22].[Na+].[Na+]. (5) Given the product [C:2]([O:5][C:6](=[O:7])[NH:8][CH2:9][C:10](=[O:12])[NH:45][C:23]1[CH:24]=[C:25]([C:28]2[CH:29]=[N:30][O:31][C:32]=2[C:33]2[CH:34]=[C:35]([O:43][CH3:44])[C:36]([O:41][CH3:42])=[C:37]([O:39][CH3:40])[CH:38]=2)[CH:26]=[CH:27][C:22]=1[O:21][CH3:20])([CH3:1])([CH3:3])[CH3:4], predict the reactants needed to synthesize it. The reactants are: [CH3:1][C:2]([O:5][C:6]([NH:8][CH2:9][C:10]([OH:12])=O)=[O:7])([CH3:4])[CH3:3].CN1C=CN=C1.Cl.[CH3:20][O:21][C:22]1[CH:27]=[CH:26][C:25]([C:28]2[CH:29]=[N:30][O:31][C:32]=2[C:33]2[CH:38]=[C:37]([O:39][CH3:40])[C:36]([O:41][CH3:42])=[C:35]([O:43][CH3:44])[CH:34]=2)=[CH:24][C:23]=1[NH2:45]. (6) Given the product [NH2:32][C:10](=[O:11])[C@@H:9]([NH:8][C:6](=[O:7])[O:5][C:1]([CH3:4])([CH3:3])[CH3:2])[CH2:13][CH:14]1[CH2:16][CH2:15]1, predict the reactants needed to synthesize it. The reactants are: [C:1]([O:5][C:6]([NH:8][C@@H:9]([CH2:13][CH:14]1[CH2:16][CH2:15]1)[C:10](O)=[O:11])=[O:7])([CH3:4])([CH3:3])[CH3:2].C(OC(OC(C)(C)C)=O)(OC(C)(C)C)=O.[N:32]1C=CC=CC=1.N. (7) Given the product [CH2:14]([O:13][C:11]([C:10]1[CH:9]=[N:8][N:7]2[C:2]([NH:38][C:37]3[CH:39]=[CH:40][C:34]([F:33])=[CH:35][C:36]=3[CH3:41])=[C:3]([C:16]([N:18]3[CH2:23][CH2:22][C:21]4([C:27]5[C:28]([F:32])=[CH:29][CH:30]=[CH:31][C:26]=5[O:25][CH2:24]4)[CH2:20][CH2:19]3)=[O:17])[CH:4]=[N:5][C:6]=12)=[O:12])[CH3:15], predict the reactants needed to synthesize it. The reactants are: Cl[C:2]1[N:7]2[N:8]=[CH:9][C:10]([C:11]([O:13][CH2:14][CH3:15])=[O:12])=[C:6]2[N:5]=[CH:4][C:3]=1[C:16]([N:18]1[CH2:23][CH2:22][C:21]2([C:27]3[C:28]([F:32])=[CH:29][CH:30]=[CH:31][C:26]=3[O:25][CH2:24]2)[CH2:20][CH2:19]1)=[O:17].[F:33][C:34]1[CH:40]=[CH:39][C:37]([NH2:38])=[C:36]([CH3:41])[CH:35]=1.